Dataset: Reaction yield outcomes from USPTO patents with 853,638 reactions. Task: Predict the reaction yield, written as a fraction of the theoretical maximum amount of product (1.0 means a 100% yield; for example, 0.34 means a 34% yield). (1) The reactants are [Cl-].[NH4+:2].[Br:3][C:4]1[C:9]([F:10])=[CH:8][CH:7]=[C:6]([N+:11]([O-])=O)[C:5]=1CN.[CH3:16]O.O. The catalyst is [Fe]. The product is [Br:3][C:4]1[C:9]([F:10])=[CH:8][CH:7]=[C:6]([NH2:11])[C:5]=1[NH:2][CH3:16]. The yield is 0.470. (2) The reactants are F[C:2]1[CH:3]=[C:4]([CH:9]=[CH:10][C:11]=1[N+:12]([O-:14])=[O:13])[C:5]([O:7][CH3:8])=[O:6].[CH3:15][O:16][C:17]1[CH:22]=[CH:21][C:20]([NH2:23])=[CH:19][CH:18]=1. The catalyst is CS(C)=O.C(OCC)(=O)C. The product is [CH3:15][O:16][C:17]1[CH:22]=[CH:21][C:20]([NH:23][C:2]2[CH:3]=[C:4]([CH:9]=[CH:10][C:11]=2[N+:12]([O-:14])=[O:13])[C:5]([O:7][CH3:8])=[O:6])=[CH:19][CH:18]=1. The yield is 0.790. (3) The reactants are O[CH2:2][C:3]1[CH:4]=[C:5]([C:10]2[CH:15]=[CH:14][C:13]([C:16]([O:18][CH3:19])=[O:17])=[CH:12][CH:11]=2)[CH:6]=[CH:7][C:8]=1[CH3:9].CS(Cl)(=O)=O.[C:25]([C:29]1[CH:34]=[CH:33][C:32]([C:35]2[C:43]3[C:38](=[CH:39][CH:40]=[CH:41][CH:42]=3)[NH:37][C:36]=2[C:44]([O:46][CH2:47][CH3:48])=[O:45])=[CH:31][CH:30]=1)([CH3:28])([CH3:27])[CH3:26].C([O-])([O-])=O.[K+].[K+]. The catalyst is C(Cl)Cl.CCOC(C)=O. The product is [C:25]([C:29]1[CH:30]=[CH:31][C:32]([C:35]2[C:43]3[C:38](=[CH:39][CH:40]=[CH:41][CH:42]=3)[N:37]([CH2:2][C:3]3[CH:4]=[C:5]([C:10]4[CH:15]=[CH:14][C:13]([C:16]([O:18][CH3:19])=[O:17])=[CH:12][CH:11]=4)[CH:6]=[CH:7][C:8]=3[CH3:9])[C:36]=2[C:44]([O:46][CH2:47][CH3:48])=[O:45])=[CH:33][CH:34]=1)([CH3:28])([CH3:26])[CH3:27]. The yield is 0.690.